From a dataset of Reaction yield outcomes from USPTO patents with 853,638 reactions. Predict the reaction yield, written as a fraction of the theoretical maximum amount of product (1.0 means a 100% yield; for example, 0.34 means a 34% yield). (1) The reactants are C(Cl)CCl.[CH2:5]([C:7]1[C:15]2[C:10](=[CH:11][CH:12]=[CH:13][CH:14]=2)[NH:9][C:8]=1[CH2:16][NH:17][CH3:18])[CH3:6].Cl.[O:20]=[C:21]1[NH:30][C:29]2[N:28]=[CH:27][C:26](/[CH:31]=[CH:32]/[C:33]([OH:35])=O)=[CH:25][C:24]=2[CH2:23][CH2:22]1.C1C=CC2N(O)N=NC=2C=1.CCN(C(C)C)C(C)C. The catalyst is CN(C=O)C.O. The product is [CH2:5]([C:7]1[C:15]2[C:10](=[CH:11][CH:12]=[CH:13][CH:14]=2)[NH:9][C:8]=1[CH2:16][N:17]([CH3:18])[C:33](=[O:35])/[CH:32]=[CH:31]/[C:26]1[CH:27]=[N:28][C:29]2[NH:30][C:21](=[O:20])[CH2:22][CH2:23][C:24]=2[CH:25]=1)[CH3:6]. The yield is 0.670. (2) The reactants are [NH2:1][C:2]1[CH:10]=[CH:9][CH:8]=[C:7]2[C:3]=1[C:4](=[O:20])[N:5]([CH:12]1[CH2:17][CH2:16][C:15](=[O:18])[NH:14][C:13]1=[O:19])[C:6]2=[O:11].[F:21][C:22]1[CH:23]=[C:24]([CH:28]=[CH:29][CH:30]=1)[C:25](Cl)=[O:26].CO. The catalyst is C1COCC1.C(OCC)C. The product is [O:19]=[C:13]1[CH:12]([N:5]2[C:4](=[O:20])[C:3]3[C:7](=[CH:8][CH:9]=[CH:10][C:2]=3[NH:1][C:25](=[O:26])[C:24]3[CH:28]=[CH:29][CH:30]=[C:22]([F:21])[CH:23]=3)[C:6]2=[O:11])[CH2:17][CH2:16][C:15](=[O:18])[NH:14]1. The yield is 0.960. (3) The reactants are [CH3:1][C:2]1[CH:7]=[CH:6][C:5]([S:8]([O:11][CH2:12][CH:13]2[CH2:17][C:16]3[CH:18]=[CH:19][C:20](OS(C(F)(F)F)(=O)=O)=[CH:21][C:15]=3[O:14]2)(=[O:10])=[O:9])=[CH:4][CH:3]=1.[C:30]1(B(O)O)[CH:35]=[CH:34][CH:33]=[CH:32][CH:31]=1.[Cl-].[Li+]. The catalyst is O1CCOCC1.O.C(OCC)(=O)C.C1C=CC([P]([Pd]([P](C2C=CC=CC=2)(C2C=CC=CC=2)C2C=CC=CC=2)([P](C2C=CC=CC=2)(C2C=CC=CC=2)C2C=CC=CC=2)[P](C2C=CC=CC=2)(C2C=CC=CC=2)C2C=CC=CC=2)(C2C=CC=CC=2)C2C=CC=CC=2)=CC=1. The product is [CH3:1][C:2]1[CH:7]=[CH:6][C:5]([S:8]([O:11][CH2:12][CH:13]2[CH2:17][C:16]3[CH:18]=[CH:19][C:20]([C:30]4[CH:35]=[CH:34][CH:33]=[CH:32][CH:31]=4)=[CH:21][C:15]=3[O:14]2)(=[O:9])=[O:10])=[CH:4][CH:3]=1. The yield is 0.100. (4) The reactants are C(OC([N:8]1[CH2:12][CH:11]([F:13])[CH:10]([C:14]2[CH:19]=[CH:18][C:17]([NH:20][C:21](=[O:29])[C:22]3[CH:27]=[CH:26][C:25]([Cl:28])=[CH:24][CH:23]=3)=[CH:16][CH:15]=2)[CH2:9]1)=O)(C)(C)C.Cl. The catalyst is C1COCC1.O1CCOCC1.C(OCC)(=O)C. The product is [ClH:28].[Cl:28][C:25]1[CH:24]=[CH:23][C:22]([C:21]([NH:20][C:17]2[CH:16]=[CH:15][C:14]([CH:10]3[CH:11]([F:13])[CH2:12][NH:8][CH2:9]3)=[CH:19][CH:18]=2)=[O:29])=[CH:27][CH:26]=1. The yield is 0.870. (5) The reactants are [C:1]([O:5][C:6]([N:8]1[CH2:21][CH2:20][C:11]2[NH:12][C:13]3[C:14](I)=[CH:15][CH:16]=[CH:17][C:18]=3[C:10]=2[CH2:9]1)=[O:7])([CH3:4])([CH3:3])[CH3:2].P([O-])([O-])([O-])=O.[K+].[K+].[K+].[CH3:30][N:31]([CH3:35])[CH2:32][CH2:33][OH:34]. The catalyst is C(Cl)Cl.[Cu]I. The product is [CH3:30][N:31]([CH3:35])[CH2:32][CH2:33][O:34][C:14]1[C:13]2[NH:12][C:11]3[CH2:20][CH2:21][N:8]([C:6]([O:5][C:1]([CH3:4])([CH3:3])[CH3:2])=[O:7])[CH2:9][C:10]=3[C:18]=2[CH:17]=[CH:16][CH:15]=1. The yield is 0.670.